This data is from Reaction yield outcomes from USPTO patents with 853,638 reactions. The task is: Predict the reaction yield, written as a fraction of the theoretical maximum amount of product (1.0 means a 100% yield; for example, 0.34 means a 34% yield). The reactants are [CH2:1]([N:8]1[CH2:13][CH2:12][N:11]([CH2:14][C:15]2[CH:20]=[CH:19][CH:18]=[CH:17][CH:16]=2)[CH2:10][C@@H:9]1[CH:21]=[CH2:22])[C:2]1[CH:7]=[CH:6][CH:5]=[CH:4][CH:3]=1.[CH:23]12B[CH:27]([CH2:28][CH2:29][CH2:30]1)[CH2:26]CC2.IC1C=CC=CC=1.C1(P(C2C=CC=CC=2)C2C=CC=CC=2)C=CC=CC=1.[OH-].[Na+]. The catalyst is C(OCC)(=O)C.[Pd].C1(P(C2C=CC=CC=2)C2C=CC=CC=2)C=CC=CC=1.C1(P(C2C=CC=CC=2)C2C=CC=CC=2)C=CC=CC=1.C1(P(C2C=CC=CC=2)C2C=CC=CC=2)C=CC=CC=1.C1(P(C2C=CC=CC=2)C2C=CC=CC=2)C=CC=CC=1. The product is [CH2:1]([N:8]1[CH2:13][CH2:12][N:11]([CH2:14][C:15]2[CH:20]=[CH:19][CH:18]=[CH:17][CH:16]=2)[CH2:10][C@@H:9]1[CH2:21][CH2:22][C:26]1[CH:27]=[CH:28][CH:29]=[CH:30][CH:23]=1)[C:2]1[CH:3]=[CH:4][CH:5]=[CH:6][CH:7]=1. The yield is 0.840.